Dataset: Catalyst prediction with 721,799 reactions and 888 catalyst types from USPTO. Task: Predict which catalyst facilitates the given reaction. Reactant: C[Si](C)(C)[N-][Si](C)(C)C.[Li+].[CH3:11][O:12][C:13](=[O:17])[CH2:14][CH2:15][OH:16].[CH2:18](Br)[C:19]1[CH:24]=[CH:23][CH:22]=[CH:21][CH:20]=1.[Cl-].[NH4+]. Product: [CH3:11][O:12][C:13](=[O:17])[CH:14]([CH2:15][OH:16])[CH2:18][C:19]1[CH:24]=[CH:23][CH:22]=[CH:21][CH:20]=1. The catalyst class is: 7.